From a dataset of Forward reaction prediction with 1.9M reactions from USPTO patents (1976-2016). Predict the product of the given reaction. (1) Given the reactants [CH2:1]([NH:4][C:5](=[O:14])[O:6][CH2:7][C:8]1[CH:13]=[CH:12][CH:11]=[CH:10][CH:9]=1)[CH2:2][CH3:3].[H-].[Na+].[CH2:17](Br)[CH:18]=[CH:19][CH3:20], predict the reaction product. The product is: [CH2:17]([N:4]([CH2:1][CH2:2][CH3:3])[C:5](=[O:14])[O:6][CH2:7][C:8]1[CH:9]=[CH:10][CH:11]=[CH:12][CH:13]=1)/[CH:18]=[CH:19]/[CH3:20]. (2) Given the reactants [CH2:1]([NH2:8])[C:2]1[CH:7]=[CH:6][CH:5]=[CH:4][CH:3]=1.C(N(C(C)C)CC)(C)C.[S:18](Cl)(=[O:21])(=[O:20])[NH2:19], predict the reaction product. The product is: [CH2:1]([NH:8][S:18]([NH2:19])(=[O:21])=[O:20])[C:2]1[CH:7]=[CH:6][CH:5]=[CH:4][CH:3]=1. (3) Given the reactants C([O:5][C:6](=[O:46])[CH2:7][C@@H:8]([NH:38]C(OC(C)(C)C)=O)[C:9](=[O:37])[N:10]1[C:15]2[CH:16]=[CH:17][C:18]([O:20][CH2:21][C:22]3[S:23][C:24]([C:33]([F:36])([F:35])[F:34])=[C:25]([C:27]4[CH:32]=[CH:31][CH:30]=[CH:29][CH:28]=4)[CH:26]=3)=[CH:19][C:14]=2[O:13][CH2:12][CH2:11]1)(C)(C)C.[ClH:47].O1CCOCC1, predict the reaction product. The product is: [ClH:47].[NH2:38][C@@H:8]([C:9](=[O:37])[N:10]1[C:15]2[CH:16]=[CH:17][C:18]([O:20][CH2:21][C:22]3[S:23][C:24]([C:33]([F:36])([F:35])[F:34])=[C:25]([C:27]4[CH:28]=[CH:29][CH:30]=[CH:31][CH:32]=4)[CH:26]=3)=[CH:19][C:14]=2[O:13][CH2:12][CH2:11]1)[CH2:7][C:6]([OH:46])=[O:5]. (4) Given the reactants [Cl:1][C:2]1[CH:3]=[C:4]2[C:9](=[CH:10][CH:11]=1)[CH:8]=[C:7]([S:12]([N:15]1[CH2:20][CH2:19][N:18]([C:21]([CH:23]3[CH2:28][CH2:27][NH:26][CH2:25][CH2:24]3)=[O:22])[CH2:17][CH2:16]1)(=[O:14])=[O:13])[CH:6]=[CH:5]2.Cl[C:30]1[CH:31]=[CH:32][C:33](=[O:37])[N:34]([CH3:36])[N:35]=1, predict the reaction product. The product is: [Cl:1][C:2]1[CH:3]=[C:4]2[C:9](=[CH:10][CH:11]=1)[CH:8]=[C:7]([S:12]([N:15]1[CH2:16][CH2:17][N:18]([C:21]([CH:23]3[CH2:28][CH2:27][N:26]([C:30]4[CH:31]=[CH:32][C:33](=[O:37])[N:34]([CH3:36])[N:35]=4)[CH2:25][CH2:24]3)=[O:22])[CH2:19][CH2:20]1)(=[O:13])=[O:14])[CH:6]=[CH:5]2. (5) Given the reactants Cl[C:2]1[N:7]=[C:6]([C:8]2[N:12]3[CH:13]=[CH:14][CH:15]=[CH:16][C:11]3=[N:10][C:9]=2[C:17]2[CH:18]=[CH:19][C:20]([O:34][CH3:35])=[C:21]([CH:33]=2)[C:22]([NH:24][C:25]2[C:30]([F:31])=[CH:29][CH:28]=[CH:27][C:26]=2[F:32])=[O:23])[CH:5]=[CH:4][N:3]=1.[CH3:36][O:37][C:38]1[CH:44]=[C:43]([N:45]2[CH2:50][CH2:49][N:48]([CH2:51][CH2:52][O:53][CH3:54])[CH2:47][CH2:46]2)[CH:42]=[CH:41][C:39]=1[NH2:40].C1(C)C=CC(S(O)(=O)=O)=CC=1.C(O)C(F)(F)F.N, predict the reaction product. The product is: [F:32][C:26]1[CH:27]=[CH:28][CH:29]=[C:30]([F:31])[C:25]=1[NH:24][C:22](=[O:23])[C:21]1[CH:33]=[C:17]([C:9]2[N:10]=[C:11]3[CH:16]=[CH:15][CH:14]=[CH:13][N:12]3[C:8]=2[C:6]2[CH:5]=[CH:4][N:3]=[C:2]([NH:40][C:39]3[CH:41]=[CH:42][C:43]([N:45]4[CH2:50][CH2:49][N:48]([CH2:51][CH2:52][O:53][CH3:54])[CH2:47][CH2:46]4)=[CH:44][C:38]=3[O:37][CH3:36])[N:7]=2)[CH:18]=[CH:19][C:20]=1[O:34][CH3:35].